Dataset: Forward reaction prediction with 1.9M reactions from USPTO patents (1976-2016). Task: Predict the product of the given reaction. (1) Given the reactants Br[C:2]1[CH:7]=[C:6]([C:8]([F:11])([F:10])[F:9])[CH:5]=[C:4]([Br:12])[CH:3]=1.[CH2:13]=[C:14](B(O)O)[CH3:15].C([O-])([O-])=O.[K+].[K+].O, predict the reaction product. The product is: [Br:12][C:4]1[CH:5]=[C:6]([C:8]([F:11])([F:10])[F:9])[CH:7]=[C:2]([C:14]([CH3:15])=[CH2:13])[CH:3]=1. (2) Given the reactants [O:1]=[C:2]1[N:7]([C:8]2[CH:13]=[CH:12][C:11]([O:14][CH:15]3[CH2:20][CH2:19][NH:18][CH2:17][CH2:16]3)=[CH:10][CH:9]=2)[CH2:6][CH2:5][N:4]([C:21]([O:23][CH2:24][C:25]2[CH:30]=[CH:29][CH:28]=[CH:27][CH:26]=2)=[O:22])[CH2:3]1.CC(O)=O.[C:35]1(=O)[CH2:39][CH2:38][CH2:37][CH2:36]1.C(O[BH-](OC(=O)C)OC(=O)C)(=O)C.[Na+], predict the reaction product. The product is: [CH:35]1([N:18]2[CH2:19][CH2:20][CH:15]([O:14][C:11]3[CH:12]=[CH:13][C:8]([N:7]4[CH2:6][CH2:5][N:4]([C:21]([O:23][CH2:24][C:25]5[CH:26]=[CH:27][CH:28]=[CH:29][CH:30]=5)=[O:22])[CH2:3][C:2]4=[O:1])=[CH:9][CH:10]=3)[CH2:16][CH2:17]2)[CH2:39][CH2:38][CH2:37][CH2:36]1.